From a dataset of Reaction yield outcomes from USPTO patents with 853,638 reactions. Predict the reaction yield, written as a fraction of the theoretical maximum amount of product (1.0 means a 100% yield; for example, 0.34 means a 34% yield). (1) The reactants are Br[C:2]1[CH:7]=[CH:6][C:5]([C:8]2[CH:13]=[C:12]([C:14]3[C:15]([C:38]4[CH:43]=[CH:42][CH:41]=[C:40]([CH3:44])[N:39]=4)=[N:16][N:17](C(C4C=CC=CC=4)(C4C=CC=CC=4)C4C=CC=CC=4)[CH:18]=3)[CH:11]=[CH:10][N:9]=2)=[CH:4][CH:3]=1.[CH3:45][C:46]1[NH:47][CH:48]=[CH:49][N:50]=1. No catalyst specified. The product is [CH3:45][C:46]1[N:47]([C:2]2[CH:3]=[CH:4][C:5]([C:8]3[CH:13]=[C:12]([C:14]4[C:15]([C:38]5[CH:43]=[CH:42][CH:41]=[C:40]([CH3:44])[N:39]=5)=[N:16][NH:17][CH:18]=4)[CH:11]=[CH:10][N:9]=3)=[CH:6][CH:7]=2)[CH:48]=[CH:49][N:50]=1. The yield is 0.0600. (2) The reactants are [Br:1][C:2]1[C:10]2[N:9]([C:11]3[CH:16]=[CH:15][C:14]([F:17])=[CH:13][CH:12]=3)[N:8]=[CH:7][C:6]=2[CH:5]=[C:4]2[C@@:18]3([CH:32]=[CH2:33])[CH2:26][CH2:25][C@:24]([C:28]([F:31])([F:30])[F:29])([OH:27])[CH2:23][C@@H:19]3[CH2:20][CH2:21][O:22][C:3]=12.[Br:34][C:35]1[C:43]2[N:42]([C:44]3[CH:49]=[CH:48][C:47]([F:50])=[CH:46][CH:45]=3)[N:41]=[CH:40][C:39]=2[CH:38]=[C:37]2[C@:51]3([CH:65]=[CH2:66])[CH2:59][CH2:58][C@@:57]([C:61]([F:64])([F:63])[F:62])([OH:60])[CH2:56][C@H:52]3[CH2:53][CH2:54][O:55][C:36]=12. The catalyst is [Pd].C1COCC1. The product is [Br:1][C:2]1[C:10]2[N:9]([C:11]3[CH:12]=[CH:13][C:14]([F:17])=[CH:15][CH:16]=3)[N:8]=[CH:7][C:6]=2[CH:5]=[C:4]2[C@@:18]3([CH2:32][CH3:33])[CH2:26][CH2:25][C@:24]([C:28]([F:29])([F:31])[F:30])([OH:27])[CH2:23][C@@H:19]3[CH2:20][CH2:21][O:22][C:3]=12.[Br:34][C:35]1[C:43]2[N:42]([C:44]3[CH:45]=[CH:46][C:47]([F:50])=[CH:48][CH:49]=3)[N:41]=[CH:40][C:39]=2[CH:38]=[C:37]2[C@:51]3([CH2:65][CH3:66])[CH2:59][CH2:58][C@@:57]([C:61]([F:62])([F:64])[F:63])([OH:60])[CH2:56][C@H:52]3[CH2:53][CH2:54][O:55][C:36]=12. The yield is 0.920. (3) The reactants are [Cl:1][C:2]1[C:3]([C:11]([OH:13])=O)=[CH:4][NH:5][C:6]=1[C:7]([O:9][CH3:10])=[O:8].[CH3:14][N:15](C(ON1N=NC2C=CC=NC1=2)=[N+](C)C)[CH3:16].F[P-](F)(F)(F)(F)F.CCN(C(C)C)C(C)C.CNC. The catalyst is CN(C=O)C. The product is [Cl:1][C:2]1[C:3]([C:11]([N:15]([CH3:16])[CH3:14])=[O:13])=[CH:4][NH:5][C:6]=1[C:7]([O:9][CH3:10])=[O:8]. The yield is 0.490.